From a dataset of NCI-60 drug combinations with 297,098 pairs across 59 cell lines. Regression. Given two drug SMILES strings and cell line genomic features, predict the synergy score measuring deviation from expected non-interaction effect. (1) Drug 1: COC1=C(C=C2C(=C1)N=CN=C2NC3=CC(=C(C=C3)F)Cl)OCCCN4CCOCC4. Drug 2: CNC(=O)C1=NC=CC(=C1)OC2=CC=C(C=C2)NC(=O)NC3=CC(=C(C=C3)Cl)C(F)(F)F. Cell line: K-562. Synergy scores: CSS=50.0, Synergy_ZIP=1.80, Synergy_Bliss=1.95, Synergy_Loewe=-2.49, Synergy_HSA=3.23. (2) Drug 1: CN(C)C1=NC(=NC(=N1)N(C)C)N(C)C. Drug 2: C1=NC2=C(N=C(N=C2N1C3C(C(C(O3)CO)O)F)Cl)N. Cell line: NCI-H460. Synergy scores: CSS=24.0, Synergy_ZIP=1.72, Synergy_Bliss=3.04, Synergy_Loewe=-23.7, Synergy_HSA=0.673.